The task is: Predict the reaction yield, written as a fraction of the theoretical maximum amount of product (1.0 means a 100% yield; for example, 0.34 means a 34% yield).. This data is from Reaction yield outcomes from USPTO patents with 853,638 reactions. (1) The reactants are Cl[C:2]([O:4][CH:5]1[CH2:9][CH2:8][CH2:7][CH2:6]1)=[O:3].[CH3:10][O:11][C:12](=[O:33])[C:13]1[CH:18]=[CH:17][C:16]([CH2:19][C:20]2[C:28]3[C:23](=[CH:24][CH:25]=[C:26]([NH2:29])[CH:27]=3)[N:22]([CH3:30])[CH:21]=2)=[C:15]([O:31][CH3:32])[CH:14]=1.CN1CCOCC1.Cl. The catalyst is ClCCl.C(OCC)(=O)C. The product is [CH3:10][O:11][C:12](=[O:33])[C:13]1[CH:18]=[CH:17][C:16]([CH2:19][C:20]2[C:28]3[C:23](=[CH:24][CH:25]=[C:26]([NH:29][C:2]([O:4][CH:5]4[CH2:9][CH2:8][CH2:7][CH2:6]4)=[O:3])[CH:27]=3)[N:22]([CH3:30])[CH:21]=2)=[C:15]([O:31][CH3:32])[CH:14]=1. The yield is 0.900. (2) The reactants are [C:1]([O:5][C:6](=[O:37])[N:7]([CH2:12][C:13]1[N:17]([CH3:18])[C:16]([C:19]2[S:27][C:26]3[C:21](=[N:22][CH:23]=[CH:24][C:25]=3[O:28][C:29]3[CH:34]=[CH:33][C:32]([NH2:35])=[CH:31][C:30]=3[F:36])[CH:20]=2)=[N:15][CH:14]=1)[CH2:8][CH2:9][O:10][CH3:11])([CH3:4])([CH3:3])[CH3:2].ClC(Cl)(O[C:42](=[O:48])OC(Cl)(Cl)Cl)Cl.CC[N:52]([CH:56]([CH3:58])[CH3:57])C(C)C.C1(N)CC1. No catalyst specified. The product is [C:1]([O:5][C:6](=[O:37])[N:7]([CH2:12][C:13]1[N:17]([CH3:18])[C:16]([C:19]2[S:27][C:26]3[C:21](=[N:22][CH:23]=[CH:24][C:25]=3[O:28][C:29]3[CH:34]=[CH:33][C:32]([NH:35][C:42]([NH:52][CH:56]4[CH2:58][CH2:57]4)=[O:48])=[CH:31][C:30]=3[F:36])[CH:20]=2)=[N:15][CH:14]=1)[CH2:8][CH2:9][O:10][CH3:11])([CH3:4])([CH3:2])[CH3:3]. The yield is 0.920. (3) The reactants are [CH3:1][C:2]1[CH:13]=[CH:12][CH:11]=[C:10]2[C:3]=1[NH:4][CH:5]=[C:6]2[CH2:7][CH2:8][NH2:9].C([N:21]1[CH2:25][CH2:24][C:23](=O)[CH2:22]1)(OC(C)(C)C)=O.Cl.O1CCOCC1. The catalyst is CC(O)=O. The product is [CH3:1][C:2]1[CH:13]=[CH:12][CH:11]=[C:10]2[C:3]=1[NH:4][C:5]1[C:23]3([CH2:24][CH2:25][NH:21][CH2:22]3)[NH:9][CH2:8][CH2:7][C:6]2=1. The yield is 1.00. (4) The reactants are [NH2:1][C:2]1[CH:31]=[CH:30][C:5]2[NH:6][C:7]([C:12]3[C:13](=[O:29])[C:14]([CH2:24][CH2:25][CH:26]4[CH2:28][CH2:27]4)([CH3:23])[C:15]4[C:20]([C:21]=3[OH:22])=[CH:19][CH:18]=[CH:17][CH:16]=4)=[N:8][S:9](=[O:11])(=[O:10])[C:4]=2[CH:3]=1.N1C=CC=CC=1.[CH3:38][S:39](Cl)(=[O:41])=[O:40]. The catalyst is ClCCl. The product is [CH:26]1([CH2:25][CH2:24][C:14]2([CH3:23])[C:15]3[C:20](=[CH:19][CH:18]=[CH:17][CH:16]=3)[C:21]([OH:22])=[C:12]([C:7]3[NH:6][C:5]4[CH:30]=[CH:31][C:2]([NH:1][S:39]([CH3:38])(=[O:41])=[O:40])=[CH:3][C:4]=4[S:9](=[O:11])(=[O:10])[N:8]=3)[C:13]2=[O:29])[CH2:28][CH2:27]1. The yield is 0.770.